This data is from Peptide-MHC class I binding affinity with 185,985 pairs from IEDB/IMGT. The task is: Regression. Given a peptide amino acid sequence and an MHC pseudo amino acid sequence, predict their binding affinity value. This is MHC class I binding data. (1) The peptide sequence is NTQGYFPDWQ. The MHC is HLA-B57:01 with pseudo-sequence HLA-B57:01. The binding affinity (normalized) is 0.0934. (2) The peptide sequence is FPVRPQVPK. The MHC is H-2-Ld with pseudo-sequence H-2-Ld. The binding affinity (normalized) is 0. (3) The peptide sequence is SAICSVVRR. The MHC is HLA-A31:01 with pseudo-sequence HLA-A31:01. The binding affinity (normalized) is 0.569. (4) The peptide sequence is QTIVFIWFI. The MHC is Mamu-A11 with pseudo-sequence Mamu-A11. The binding affinity (normalized) is 0.0679.